Task: Predict which catalyst facilitates the given reaction.. Dataset: Catalyst prediction with 721,799 reactions and 888 catalyst types from USPTO (1) Reactant: [H-].[Na+].[O:3]1[C:7]2([CH2:11][CH2:10][N:9]([C@H:12]3[CH2:17][CH2:16][CH2:15][CH2:14][C@@H:13]3[OH:18])[CH2:8]2)[O:6][CH2:5][CH2:4]1.[CH:19]1([CH2:25][CH2:26][CH2:27]Br)[CH2:24][CH2:23][CH2:22][CH2:21][CH2:20]1.O. Product: [O:6]1[C:7]2([CH2:11][CH2:10][N:9]([C@H:12]3[CH2:17][CH2:16][CH2:15][CH2:14][C@@H:13]3[O:18][CH2:27][CH2:26][CH2:25][CH:19]3[CH2:24][CH2:23][CH2:22][CH2:21][CH2:20]3)[CH2:8]2)[O:3][CH2:4][CH2:5]1. The catalyst class is: 9. (2) Reactant: [OH:1][C:2]1[CH:22]=[CH:21][C:5]([C:6]([NH:8][C:9]2[N:10]=[CH:11][N:12]3[C:16]([C:17]([F:20])([F:19])[F:18])=[CH:15][S:14][C:13]=23)=[O:7])=[CH:4][CH:3]=1.C1(P(C2C=CC=CC=2)C2C=CC=CC=2)C=CC=CC=1.[N:42]1([CH2:48][CH2:49]O)[CH2:47][CH2:46][CH2:45][CH2:44][CH2:43]1.N(C(OC(C)C)=O)=NC(OC(C)C)=O. Product: [N:42]1([CH2:48][CH2:49][O:1][C:2]2[CH:3]=[CH:4][C:5]([C:6]([NH:8][C:9]3[N:10]=[CH:11][N:12]4[C:16]([C:17]([F:20])([F:19])[F:18])=[CH:15][S:14][C:13]=34)=[O:7])=[CH:21][CH:22]=2)[CH2:47][CH2:46][CH2:45][CH2:44][CH2:43]1. The catalyst class is: 1. (3) Reactant: [Cl:1][C:2]1[CH:7]=[C:6]([CH2:8][NH:9][C:10]([C@@H:12]2[CH2:16][C@@H:15]([F:17])[CH2:14][NH:13]2)=[O:11])[CH:5]=[C:4]([C:18]2[CH:19]=[N:20][C:21]([C:24]([F:27])([F:26])[F:25])=[N:22][CH:23]=2)[N:3]=1.C(N(CC)CC)C.[F:35][C:36]1[CH:41]=[CH:40][C:39]([S:42](Cl)(=[O:44])=[O:43])=[CH:38][CH:37]=1. Product: [Cl:1][C:2]1[CH:7]=[C:6]([CH2:8][NH:9][C:10]([C@@H:12]2[CH2:16][C@@H:15]([F:17])[CH2:14][N:13]2[S:42]([C:39]2[CH:40]=[CH:41][C:36]([F:35])=[CH:37][CH:38]=2)(=[O:44])=[O:43])=[O:11])[CH:5]=[C:4]([C:18]2[CH:23]=[N:22][C:21]([C:24]([F:25])([F:26])[F:27])=[N:20][CH:19]=2)[N:3]=1. The catalyst class is: 4. (4) Reactant: [Cl:1][C:2]1[C:7]([O:8][C:9]2[CH:14]=[CH:13][CH:12]=[CH:11][C:10]=2[C:15]([F:18])([F:17])[F:16])=[CH:6][C:5]([N:19]2[C:24](=[O:25])[CH:23]=[C:22]([C:26]([F:29])([F:28])[F:27])[NH:21][C:20]2=[O:30])=[C:4]([F:31])[CH:3]=1.C(=O)([O-])[O-].[K+].[K+].[N+:38](C1C=C([N+]([O-])=O)C=CC=1ON)([O-])=O. Product: [NH2:38][N:21]1[C:22]([C:26]([F:28])([F:29])[F:27])=[CH:23][C:24](=[O:25])[N:19]([C:5]2[CH:6]=[C:7]([O:8][C:9]3[CH:14]=[CH:13][CH:12]=[CH:11][C:10]=3[C:15]([F:16])([F:17])[F:18])[C:2]([Cl:1])=[CH:3][C:4]=2[F:31])[C:20]1=[O:30]. The catalyst class is: 9. (5) Reactant: [C:1]([O:5][C:6](=[O:35])[N:7]([C@@H:10]1[CH2:15][CH2:14][CH2:13][C@@H:12]([S:16]CC2C(C)=CC(C)=CC=2C)[C@@H:11]1[O:27][Si:28]([C:31]([CH3:34])([CH3:33])[CH3:32])([CH3:30])[CH3:29])[CH2:8][CH3:9])([CH3:4])([CH3:3])[CH3:2].N.[Na].[Cl-].[NH4+]. Product: [C:1]([O:5][C:6](=[O:35])[N:7]([C@@H:10]1[CH2:15][CH2:14][CH2:13][C@@H:12]([SH:16])[C@@H:11]1[O:27][Si:28]([C:31]([CH3:34])([CH3:33])[CH3:32])([CH3:29])[CH3:30])[CH2:8][CH3:9])([CH3:3])([CH3:2])[CH3:4]. The catalyst class is: 7. (6) Reactant: [O:1]1[C:5]2[CH:6]=[CH:7][CH:8]=[CH:9][C:4]=2[N:3]=[C:2]1[NH:10][C@H:11]1[CH2:15][N:14](C(OC(C)(C)C)=O)[C@H:13]([C:23]([OH:25])=O)[CH2:12]1.[ClH:26].[C:27]([C@@H:29]1[CH2:33][CH2:32][CH2:31][NH:30]1)#[N:28]. Product: [ClH:26].[O:1]1[C:5]2[CH:6]=[CH:7][CH:8]=[CH:9][C:4]=2[N:3]=[C:2]1[NH:10][C@H:11]1[CH2:15][NH:14][C@H:13]([C:23]([N:30]2[CH2:31][CH2:32][CH2:33][CH:29]2[C:27]#[N:28])=[O:25])[CH2:12]1. The catalyst class is: 3.